This data is from Reaction yield outcomes from USPTO patents with 853,638 reactions. The task is: Predict the reaction yield, written as a fraction of the theoretical maximum amount of product (1.0 means a 100% yield; for example, 0.34 means a 34% yield). The reactants are [CH:1]1([O:6][C:7]2[CH:8]=[C:9]([C:15]3[NH:19][C:18]([CH2:20][OH:21])=[C:17]([C:22]([O:24][CH2:25][CH3:26])=[O:23])[CH:16]=3)[CH:10]=[CH:11][C:12]=2[O:13][CH3:14])[CH2:5][CH2:4][CH2:3][CH2:2]1. The catalyst is [O-2].[O-2].[Mn+4].ClCCl. The product is [CH:1]1([O:6][C:7]2[CH:8]=[C:9]([C:15]3[NH:19][C:18]([CH:20]=[O:21])=[C:17]([C:22]([O:24][CH2:25][CH3:26])=[O:23])[CH:16]=3)[CH:10]=[CH:11][C:12]=2[O:13][CH3:14])[CH2:2][CH2:3][CH2:4][CH2:5]1. The yield is 0.970.